Dataset: Full USPTO retrosynthesis dataset with 1.9M reactions from patents (1976-2016). Task: Predict the reactants needed to synthesize the given product. (1) Given the product [NH:1]1[C:5]2=[N:6][CH:7]=[CH:8][C:9]([C:10]3[CH:17]=[CH:16][C:13]([CH2:14][NH:15][C:18](=[O:25])[C:19]4[CH:24]=[CH:23][CH:22]=[CH:21][CH:20]=4)=[CH:12][CH:11]=3)=[C:4]2[CH:3]=[CH:2]1, predict the reactants needed to synthesize it. The reactants are: [NH:1]1[C:5]2=[N:6][CH:7]=[CH:8][C:9]([C:10]3[CH:17]=[CH:16][C:13]([CH2:14][NH2:15])=[CH:12][CH:11]=3)=[C:4]2[CH:3]=[CH:2]1.[C:18](O)(=[O:25])[C:19]1[CH:24]=[CH:23][CH:22]=[CH:21][CH:20]=1.C1(CC(O)=O)C=CC=CC=1. (2) Given the product [NH2:1][C:2]1[CH:3]=[CH:4][C:5]([C:8]([CH3:15])([CH3:14])[CH2:9][OH:10])=[CH:6][CH:7]=1, predict the reactants needed to synthesize it. The reactants are: [NH2:1][C:2]1[CH:7]=[CH:6][C:5]([C:8]([CH3:15])([CH3:14])[C:9](OCC)=[O:10])=[CH:4][CH:3]=1.[H-].[H-].[H-].[H-].[Li+].[Al+3].[OH-].[Na+]. (3) Given the product [Cl:1][CH2:2][C:3](=[O:13])[CH2:4][C:5]1[CH:10]=[CH:9][CH:8]=[C:7]([F:11])[C:6]=1[CH3:12], predict the reactants needed to synthesize it. The reactants are: [Cl:1][CH2:2][CH:3]([OH:13])[CH2:4][C:5]1[CH:10]=[CH:9][CH:8]=[C:7]([F:11])[C:6]=1[CH3:12].CC(OI1(OC(C)=O)(OC(C)=O)OC(=O)C2C1=CC=CC=2)=O.C(OCC)C. (4) Given the product [C:6]([C:5]([C:11]1[CH:16]=[CH:15][C:14]([O:17][CH3:18])=[C:13]([O:19][CH3:20])[CH:12]=1)([CH:8]([CH3:10])[CH3:9])[CH2:4][CH2:3][CH2:2][N:22]([CH3:21])[CH2:23][CH2:24][C:25]1[CH:34]=[C:29]([C:30]([O:32][CH3:33])=[O:31])[CH:28]=[C:27]([CH:26]=1)[C:35]([O:37][CH3:38])=[O:36])#[N:7], predict the reactants needed to synthesize it. The reactants are: Br[CH2:2][CH2:3][CH2:4][C:5]([C:11]1[CH:16]=[CH:15][C:14]([O:17][CH3:18])=[C:13]([O:19][CH3:20])[CH:12]=1)([CH:8]([CH3:10])[CH3:9])[C:6]#[N:7].[CH3:21][NH:22][CH2:23][CH2:24][C:25]1[CH:26]=[C:27]([C:35]([O:37][CH3:38])=[O:36])[CH:28]=[C:29]([CH:34]=1)[C:30]([O:32][CH3:33])=[O:31]. (5) Given the product [F:19][C:2]([F:1])([F:20])[C:3]1[CH:4]=[C:5]([CH:9]2[CH2:10][CH:11]([C:12]([O:14][CH3:15])=[O:13])[CH2:16][CH2:17][NH:18]2)[CH:6]=[CH:7][CH:8]=1, predict the reactants needed to synthesize it. The reactants are: [F:1][C:2]([F:20])([F:19])[C:3]1[CH:4]=[C:5]([C:9]2[CH:10]=[C:11]([CH:16]=[CH:17][N:18]=2)[C:12]([O:14][CH3:15])=[O:13])[CH:6]=[CH:7][CH:8]=1. (6) Given the product [NH2:17][C:5]1[CH:4]=[CH:3][C:2]([Cl:1])=[CH:7][C:6]=1[NH:8][C:9]1[CH:16]=[CH:15][C:12]([C:13]#[N:14])=[CH:11][N:10]=1, predict the reactants needed to synthesize it. The reactants are: [Cl:1][C:2]1[CH:3]=[CH:4][C:5]([N+:17]([O-])=O)=[C:6]([NH:8][C:9]2[CH:16]=[CH:15][C:12]([C:13]#[N:14])=[CH:11][N:10]=2)[CH:7]=1.[Cl-].[NH4+].